The task is: Predict the product of the given reaction.. This data is from Forward reaction prediction with 1.9M reactions from USPTO patents (1976-2016). (1) Given the reactants [NH2:1][C:2]1[CH:9]=[CH:8][CH:7]=[C:6]([O:10][CH3:11])[C:3]=1[C:4]#[N:5].[C:12]([N:20]=[C:21]=[O:22])(=[O:19])[C:13]1[CH:18]=[CH:17][CH:16]=[CH:15][CH:14]=1, predict the reaction product. The product is: [C:4]([C:3]1[C:6]([O:10][CH3:11])=[CH:7][CH:8]=[CH:9][C:2]=1[NH:1][C:21]([NH:20][C:12](=[O:19])[C:13]1[CH:14]=[CH:15][CH:16]=[CH:17][CH:18]=1)=[O:22])#[N:5]. (2) Given the reactants [CH:1]1([CH:4]([NH:16][CH:17]=O)[CH2:5][C:6]2[CH:11]=[CH:10][C:9]([O:12][CH3:13])=[C:8]([O:14][CH3:15])[CH:7]=2)[CH2:3][CH2:2]1.O=P(Cl)(Cl)Cl.[OH-].[NH4+], predict the reaction product. The product is: [CH:1]1([CH:4]2[CH2:5][C:6]3[C:11](=[CH:10][C:9]([O:12][CH3:13])=[C:8]([O:14][CH3:15])[CH:7]=3)[CH:17]=[N:16]2)[CH2:2][CH2:3]1. (3) Given the reactants [CH3:1][NH:2][C@H:3]([C:13]([NH:15][C@H:16]([C:21]([N:23]([C@@H:25]([CH:32]([CH3:34])[CH3:33])/[CH:26]=[C:27](/[C:29]([OH:31])=[O:30])\[CH3:28])[CH3:24])=[O:22])[C:17]([CH3:20])([CH3:19])[CH3:18])=[O:14])[C:4]([CH3:12])([CH3:11])[C:5]1[CH:10]=[CH:9][CH:8]=[CH:7][CH:6]=1.[CH2:35](O)[CH2:36][CH2:37][CH2:38][CH2:39][CH2:40][CH2:41][CH3:42], predict the reaction product. The product is: [CH3:1][NH:2][C@H:3]([C:13]([NH:15][C@H:16]([C:21]([N:23]([C@@H:25]([CH:32]([CH3:34])[CH3:33])/[CH:26]=[C:27](\[CH3:28])/[C:29]([O:31][CH2:35][CH2:36][CH2:37][CH2:38][CH2:39][CH2:40][CH2:41][CH3:42])=[O:30])[CH3:24])=[O:22])[C:17]([CH3:20])([CH3:19])[CH3:18])=[O:14])[C:4]([CH3:11])([CH3:12])[C:5]1[CH:10]=[CH:9][CH:8]=[CH:7][CH:6]=1. (4) Given the reactants [CH2:1]([O:3][C:4]([C:6]1[CH:7]=[N:8][N:9]2[C:14]([NH2:15])=[C:13]([C:16]3[CH:21]=[CH:20][C:19]([N+:22]([O-])=O)=[CH:18][CH:17]=3)[CH:12]=[N:11][C:10]=12)=[O:5])[CH3:2], predict the reaction product. The product is: [CH2:1]([O:3][C:4]([C:6]1[CH:7]=[N:8][N:9]2[C:14]([NH2:15])=[C:13]([C:16]3[CH:17]=[CH:18][C:19]([NH2:22])=[CH:20][CH:21]=3)[CH:12]=[N:11][C:10]=12)=[O:5])[CH3:2]. (5) Given the reactants [Cl:1][C:2]1[CH:3]=[C:4]([CH:7]=[C:8]([Cl:11])[C:9]=1[OH:10])[CH:5]=[O:6].[C:12]([O-])([O-])=[O:13].[K+].[K+].[CH2:18]([O:20][C:21](=[O:24])[CH2:22]Br)[CH3:19].C(O)C, predict the reaction product. The product is: [Cl:1][C:2]1[CH:9]([C:8]([Cl:11])([O:13][CH3:12])[CH:7]=[C:4]([CH:5]=[O:6])[CH:3]=1)[O:10][CH2:22][C:21]([O:20][CH2:18][CH3:19])=[O:24]. (6) Given the reactants [OH:1][CH2:2][C@@H:3]1[CH2:8][CH2:7][CH2:6][N:5]([C:9]([O:11][C:12]([CH3:15])([CH3:14])[CH3:13])=[O:10])[CH2:4]1.[H-].[Na+].[CH3:18]I.O, predict the reaction product. The product is: [CH3:18][O:1][CH2:2][C@@H:3]1[CH2:8][CH2:7][CH2:6][N:5]([C:9]([O:11][C:12]([CH3:15])([CH3:14])[CH3:13])=[O:10])[CH2:4]1. (7) Given the reactants [F:1][C:2]1[C:7]([F:8])=[CH:6][CH:5]=[CH:4][C:3]=1[CH:9]1[CH2:14][CH2:13][NH:12][CH2:11][CH2:10]1.[C:15](=O)([O-])[O-].[K+].[K+].IC, predict the reaction product. The product is: [F:1][C:2]1[C:7]([F:8])=[CH:6][CH:5]=[CH:4][C:3]=1[CH:9]1[CH2:14][CH2:13][N:12]([CH3:15])[CH2:11][CH2:10]1.